Task: Predict the reactants needed to synthesize the given product.. Dataset: Full USPTO retrosynthesis dataset with 1.9M reactions from patents (1976-2016) (1) Given the product [CH2:1]([C@:8]1([NH:20][C:21](=[O:22])[O:23][C:24]([CH3:26])([CH3:25])[CH3:27])[C:15](=[O:16])[N:14]2[C@@H:10]([S:11][CH2:12][C@H:13]2[C:17]#[N:19])[CH2:9]1)[C:2]1[CH:7]=[CH:6][CH:5]=[CH:4][CH:3]=1, predict the reactants needed to synthesize it. The reactants are: [CH2:1]([C@:8]1([NH:20][C:21]([O:23][C:24]([CH3:27])([CH3:26])[CH3:25])=[O:22])[C:15](=[O:16])[N:14]2[C@@H:10]([S:11][CH2:12][C@H:13]2[C:17]([NH2:19])=O)[CH2:9]1)[C:2]1[CH:7]=[CH:6][CH:5]=[CH:4][CH:3]=1.N1C(Cl)=NC(Cl)=NC=1Cl. (2) Given the product [Cl:1][C:2]1[C:3]([NH:26][C@@H:27]2[C@@H:32]3[CH2:33][C@@H:29]([CH:30]=[CH:31]3)[C@@H:28]2[C:34]([NH2:36])=[O:35])=[C:4]2[N:10]=[C:9]([C:11]3[CH:16]=[CH:15][C:14]([CH2:17][N:18]4[CH2:23][CH2:22][N:21]([CH2:37][C@H:38]([OH:40])[CH3:39])[CH2:20][CH2:19]4)=[CH:13][C:12]=3[O:24][CH3:25])[NH:8][C:5]2=[N:6][CH:7]=1, predict the reactants needed to synthesize it. The reactants are: [Cl:1][C:2]1[C:3]([NH:26][C@@H:27]2[C@@H:32]3[CH2:33][C@@H:29]([CH:30]=[CH:31]3)[C@@H:28]2[C:34]([NH2:36])=[O:35])=[C:4]2[N:10]=[C:9]([C:11]3[CH:16]=[CH:15][C:14]([CH2:17][N:18]4[CH2:23][CH2:22][NH:21][CH2:20][CH2:19]4)=[CH:13][C:12]=3[O:24][CH3:25])[NH:8][C:5]2=[N:6][CH:7]=1.[CH2:37]1[O:40][C@@H:38]1[CH3:39].